Dataset: Catalyst prediction with 721,799 reactions and 888 catalyst types from USPTO. Task: Predict which catalyst facilitates the given reaction. (1) Reactant: [Cl:1][C:2]1[CH:3]=[C:4]([N:9]([CH2:14][CH:15]2[CH2:20][CH2:19][NH:18][CH2:17][CH2:16]2)[C:10](=[O:13])[CH2:11][CH3:12])[CH:5]=[CH:6][C:7]=1[Cl:8].Cl[CH:22](Cl)C.[C:35]([O:34][BH-]([O:34][C:35](=[O:37])[CH3:36])[O:34][C:35](=[O:37])[CH3:36])(=[O:37])[CH3:36].[Na+].C(=O)([O-])[OH:40].[Na+]. Product: [C:35]([OH:34])(=[O:37])/[CH:36]=[CH:11]/[C:10]([OH:13])=[O:40].[Cl:1][C:2]1[CH:3]=[C:4]([N:9]([CH2:14][CH:15]2[CH2:16][CH2:17][N:18]([CH3:22])[CH2:19][CH2:20]2)[C:10](=[O:13])[CH2:11][CH3:12])[CH:5]=[CH:6][C:7]=1[Cl:8]. The catalyst class is: 4. (2) The catalyst class is: 110. Product: [C:19]([C@H:16]1[CH2:15][CH2:14][C@H:13]([O:12][C:7]2[CH:6]=[CH:5][C:4]3[C:9](=[CH:10][CH:11]=[C:2]([CH:60]([N+:57]([O-:59])=[O:58])[CH3:61])[CH:3]=3)[CH:8]=2)[CH2:18][CH2:17]1)([CH3:22])([CH3:21])[CH3:20]. Reactant: Br[C:2]1[CH:11]=[CH:10][C:9]2[C:4](=[CH:5][CH:6]=[C:7]([O:12][C@H:13]3[CH2:18][CH2:17][C@H:16]([C:19]([CH3:22])([CH3:21])[CH3:20])[CH2:15][CH2:14]3)[CH:8]=2)[CH:3]=1.C(P(C(C)(C)C)C1C=CC=CC=1C1C=CC=CC=1C)(C)(C)C.C(=O)([O-])[O-].[Cs+].[Cs+].COCCOC.[N+:57]([CH2:60][CH3:61])([O-:59])=[O:58]. (3) Reactant: C(OC(=O)[NH:7][CH:8]([C:17](=[O:41])[N:18]([C:31]1[CH:36]=[CH:35][C:34]([O:37][CH3:38])=[C:33]([O:39][CH3:40])[CH:32]=1)[CH2:19][CH2:20][C:21]1[CH:26]=[CH:25][C:24]([C:27]([F:30])([F:29])[F:28])=[CH:23][CH:22]=1)[C:9]1[CH:14]=[CH:13][CH:12]=[CH:11][C:10]=1[O:15][CH3:16])(C)(C)C.FC(F)(F)C(O)=O. Product: [NH2:7][CH:8]([C:9]1[CH:14]=[CH:13][CH:12]=[CH:11][C:10]=1[O:15][CH3:16])[C:17]([N:18]([C:31]1[CH:36]=[CH:35][C:34]([O:37][CH3:38])=[C:33]([O:39][CH3:40])[CH:32]=1)[CH2:19][CH2:20][C:21]1[CH:26]=[CH:25][C:24]([C:27]([F:30])([F:29])[F:28])=[CH:23][CH:22]=1)=[O:41]. The catalyst class is: 2. (4) Reactant: C([O:3][C:4]([C:6]1[NH:13][N:12]=[C:11]2[C:7]=1[CH2:8][CH:9]1[C:14]([CH3:16])([CH3:15])[CH:10]12)=[O:5])C.CO.[OH-].[Li+]. Product: [CH3:15][C:14]1([CH3:16])[CH:9]2[CH2:8][C:7]3[C:11]([CH:10]12)=[N:12][NH:13][C:6]=3[C:4]([OH:5])=[O:3]. The catalyst class is: 1. (5) Reactant: [NH2:1][C@@H:2]1[CH2:8][O:7]C(C)(C)[O:5][CH2:4][C@H:3]1[OH:11].[CH:12]1[C:16]2[N:17]=[CH:18][NH:19][C:20](=[O:21])[C:15]=2[NH:14][CH:13]=1.[CH2:22]=O. The catalyst class is: 6. Product: [OH:7][CH2:8][CH:2]([NH:1][CH2:22][C:12]1[C:16]2[N:17]=[CH:18][NH:19][C:20](=[O:21])[C:15]=2[NH:14][CH:13]=1)[CH:3]([OH:11])[CH2:4][OH:5]. (6) Reactant: [N+:1]([C:4]1[CH:5]=[CH:6][C:7]([NH:10][C:11]2[S:12][CH:13]=[C:14]([S:16][C:17]#N)[N:15]=2)=[N:8][CH:9]=1)([O-:3])=[O:2].SC[C@H]([C@@H](CS)O)O.ClC1[CH:33]=[CH:32][N:31]=[C:30]([C:34]([O:36][CH3:37])=[O:35])[CH:29]=1.P([O-])([O-])([O-])=O.[K+].[K+].[K+]. Product: [N+:1]([C:4]1[CH:5]=[CH:6][C:7]([NH:10][C:11]2[S:12][CH:13]=[C:14]([S:16][C:17]3[CH:33]=[CH:32][N:31]=[C:30]([C:34]([O:36][CH3:37])=[O:35])[CH:29]=3)[N:15]=2)=[N:8][CH:9]=1)([O-:3])=[O:2]. The catalyst class is: 121. (7) Reactant: [OH-].[K+].C(OC(=O)[NH:7][CH:8]1[CH2:11][C:10]2([CH2:16][CH2:15][N:14]([C:17]3[CH:26]=[CH:25][C:24]4[C:19](=[CH:20][CH:21]=[C:22]([Cl:27])[CH:23]=4)[N:18]=3)[CH2:13][CH2:12]2)[CH2:9]1)C. Product: [Cl:27][C:22]1[CH:23]=[C:24]2[C:19](=[CH:20][CH:21]=1)[N:18]=[C:17]([N:14]1[CH2:15][CH2:16][C:10]3([CH2:9][CH:8]([NH2:7])[CH2:11]3)[CH2:12][CH2:13]1)[CH:26]=[CH:25]2. The catalyst class is: 40. (8) Reactant: Br[C:2]1[CH:7]=[CH:6][C:5]([Br:8])=[CH:4][N:3]=1.[F:9][C:10]1[CH:11]=[N:12][CH:13]=[CH:14][C:15]=1[Sn](CCCC)(CCCC)CCCC. Product: [Br:8][C:5]1[CH:6]=[CH:7][C:2]([C:15]2[CH:14]=[CH:13][N:12]=[CH:11][C:10]=2[F:9])=[N:3][CH:4]=1. The catalyst class is: 538.